From a dataset of Forward reaction prediction with 1.9M reactions from USPTO patents (1976-2016). Predict the product of the given reaction. Given the reactants [N:1]1[C:10]2[C:5](=[CH:6][CH:7]=[CH:8][CH:9]=2)[CH:4]=[CH:3][C:2]=1[N:11]1[CH2:14][CH:13]([C:15]2[C:16]([C:21]3[CH:22]=[C:23]([CH:28]=[CH:29][CH:30]=3)[C:24]([O:26]C)=[O:25])=[N:17][CH:18]=[CH:19][N:20]=2)[CH2:12]1.O.[OH-].[Li+:33].O, predict the reaction product. The product is: [N:1]1[C:10]2[C:5](=[CH:6][CH:7]=[CH:8][CH:9]=2)[CH:4]=[CH:3][C:2]=1[N:11]1[CH2:12][CH:13]([C:15]2[C:16]([C:21]3[CH:22]=[C:23]([CH:28]=[CH:29][CH:30]=3)[C:24]([O-:26])=[O:25])=[N:17][CH:18]=[CH:19][N:20]=2)[CH2:14]1.[Li+:33].